From a dataset of Full USPTO retrosynthesis dataset with 1.9M reactions from patents (1976-2016). Predict the reactants needed to synthesize the given product. Given the product [CH3:12][N:6]1[CH2:7][CH2:8][CH2:9][CH:5]1[C:3]([O:2][CH3:1])=[O:4], predict the reactants needed to synthesize it. The reactants are: [CH3:1][O:2][C:3]([CH:5]1[CH2:9][CH2:8][CH2:7][NH:6]1)=[O:4].C=O.[C:12]([BH3-])#N.[Na+].